Dataset: hERG channel blocking data for cardiac toxicity assessment. Task: Regression/Classification. Given a drug SMILES string, predict its toxicity properties. Task type varies by dataset: regression for continuous values (e.g., LD50, hERG inhibition percentage) or binary classification for toxic/non-toxic outcomes (e.g., AMES mutagenicity, cardiotoxicity, hepatotoxicity). Dataset: herg. (1) The molecule is c1ccc(-c2[nH]c3ccccc3c2C2CC[NH2+]CC2)cc1. The result is 1 (blocker). (2) The compound is CCOP(=O)(Sc1ccccc1)Sc1ccccc1. The result is 0 (non-blocker). (3) The compound is C1CCC2(C1)C1C[NH+](CC3CC3)CC2C[NH+](CC2CC2)C1. The result is 1 (blocker).